This data is from Catalyst prediction with 721,799 reactions and 888 catalyst types from USPTO. The task is: Predict which catalyst facilitates the given reaction. The catalyst class is: 8. Reactant: [OH-].[Na+].[N+:3]([C:6]1[CH:14]=[CH:13][CH:12]=[C:11]2[C:7]=1[CH:8]=[C:9]([CH3:21])[N:10]2[CH2:15][C:16]([O:18]CC)=[O:17])([O-:5])=[O:4].Cl. Product: [CH3:21][C:9]1[N:10]([CH2:15][C:16]([OH:18])=[O:17])[C:11]2[C:7]([CH:8]=1)=[C:6]([N+:3]([O-:5])=[O:4])[CH:14]=[CH:13][CH:12]=2.